From a dataset of Full USPTO retrosynthesis dataset with 1.9M reactions from patents (1976-2016). Predict the reactants needed to synthesize the given product. (1) Given the product [CH2:11]([O:13][C:14]([C:16]1[CH:17]=[C:18]([Cl:1])[N:9]([C:4]2[CH:5]=[CH:6][CH:7]=[CH:8][C:3]=2[F:2])[N:10]=1)=[O:15])[CH3:12], predict the reactants needed to synthesize it. The reactants are: [ClH:1].[F:2][C:3]1[CH:8]=[CH:7][CH:6]=[CH:5][C:4]=1[NH:9][NH2:10].[CH2:11]([O:13][C:14]([C:16]#[C:17][C:18](OCC)=O)=[O:15])[CH3:12].C(=O)([O-])[O-].[K+].[K+].Cl. (2) Given the product [CH:44]1([N:36]2[C:25]3[C:24](=[CH:23][C:28]([F:29])=[C:27]([N:30]4[CH2:35][CH2:34][N:33]([CH2:2][CH2:3][CH2:4][O:5][C:6]5[CH:13]=[CH:12][CH:11]=[C:8]([CH:9]=[O:10])[C:7]=5[B:14]5[O:18][C:17]([CH3:20])([CH3:19])[C:16]([CH3:22])([CH3:21])[O:15]5)[CH2:32][CH2:31]4)[CH:26]=3)[C:39](=[O:40])[C:38]([C:41]([OH:43])=[O:42])=[CH:37]2)[CH2:45][CH2:46]1, predict the reactants needed to synthesize it. The reactants are: Br[CH2:2][CH2:3][CH2:4][O:5][C:6]1[C:7]([B:14]2[O:18][C:17]([CH3:20])([CH3:19])[C:16]([CH3:22])([CH3:21])[O:15]2)=[C:8]([CH:11]=[CH:12][CH:13]=1)[CH:9]=[O:10].[CH:23]1[C:24]2[C:39](=[O:40])[C:38]([C:41]([OH:43])=[O:42])=[CH:37][N:36]([CH:44]3[CH2:46][CH2:45]3)[C:25]=2[CH:26]=[C:27]([N:30]2[CH2:35][CH2:34][NH:33][CH2:32][CH2:31]2)[C:28]=1[F:29]. (3) Given the product [S:6]1(=[O:18])(=[O:19])[C:7]2=[CH:17][CH:16]=[CH:15][C:14]3=[CH:13][CH:12]=[CH:11][C:9](=[C:8]23)[NH:10][CH2:5]1, predict the reactants needed to synthesize it. The reactants are: C([CH:5]1[NH:10][C:9]2[CH:11]=[CH:12][CH:13]=[C:14]3[CH:15]=[CH:16][CH:17]=[C:7]([C:8]=23)[S:6]1(=[O:19])=[O:18])(C)(C)C.FC(F)(F)C(O)=O.